Dataset: Retrosynthesis with 50K atom-mapped reactions and 10 reaction types from USPTO. Task: Predict the reactants needed to synthesize the given product. (1) Given the product COc1ccc(-c2cncc(O[C@@H]3SC[C@@H](OC(C)=O)[C@H](OC(C)=O)[C@H]3OC(C)=O)c2)cc1, predict the reactants needed to synthesize it. The reactants are: CC(=O)O[C@@H]1CS[C@@H](Oc2cncc(Br)c2)[C@H](OC(C)=O)[C@H]1OC(C)=O.COc1ccc(B(O)O)cc1. (2) The reactants are: O=C(O)CCc1oc(Cl)nc1-c1ccc(Cl)cc1.SC1CCCCC1. Given the product O=C(O)CCc1oc(SC2CCCCC2)nc1-c1ccc(Cl)cc1, predict the reactants needed to synthesize it. (3) Given the product Cc1noc(NC(=O)C2=C(O)c3sccc3S(=O)(=O)N2C)c1C, predict the reactants needed to synthesize it. The reactants are: COC(=O)C1=C(O)c2sccc2S(=O)(=O)N1C.Cc1noc(N)c1C.